This data is from Catalyst prediction with 721,799 reactions and 888 catalyst types from USPTO. The task is: Predict which catalyst facilitates the given reaction. (1) Reactant: [C:1]1([C:41]2[CH:46]=[CH:45][CH:44]=[CH:43][CH:42]=2)[CH:6]=[CH:5][C:4]([C:7]2[N:12]=[CH:11][C:10]3[N:13](COCC[Si](C)(C)C)[C:14]([O:16][C@@H:17]4[CH2:21][O:20][C@@H:19]5[C@H:22]([O:25][Si](C(C)(C)C)(C)C)[CH2:23][O:24][C@H:18]45)=[N:15][C:9]=3[CH:8]=2)=[CH:3][CH:2]=1.C(O)(C(F)(F)F)=O.[OH-].[Na+]. Product: [C:1]1([C:41]2[CH:46]=[CH:45][CH:44]=[CH:43][CH:42]=2)[CH:6]=[CH:5][C:4]([C:7]2[N:12]=[CH:11][C:10]3[NH:13][C:14]([O:16][C@H:17]4[C@H:18]5[O:24][CH2:23][C@@H:22]([OH:25])[C@H:19]5[O:20][CH2:21]4)=[N:15][C:9]=3[CH:8]=2)=[CH:3][CH:2]=1. The catalyst class is: 34. (2) Reactant: [F:1][C:2]1[CH:3]=[C:4]([C:28]2[C:29](=[O:42])[N:30]([CH3:41])[C:31]([NH:34][C:35]3[CH:40]=[CH:39][CH:38]=[CH:37][CH:36]=3)=[N:32][CH:33]=2)[CH:5]=[CH:6][C:7]=1[O:8][C:9]1[CH:14]=[CH:13][N:12]=[C:11]2[N:15](CC3C=CC(OC)=CC=3)[N:16]=[C:17]([CH3:18])[C:10]=12. Product: [F:1][C:2]1[CH:3]=[C:4]([C:28]2[C:29](=[O:42])[N:30]([CH3:41])[C:31]([NH:34][C:35]3[CH:36]=[CH:37][CH:38]=[CH:39][CH:40]=3)=[N:32][CH:33]=2)[CH:5]=[CH:6][C:7]=1[O:8][C:9]1[CH:14]=[CH:13][N:12]=[C:11]2[NH:15][N:16]=[C:17]([CH3:18])[C:10]=12. The catalyst class is: 55. (3) Reactant: [CH3:1][N:2]([CH2:4][C:5]1[C:6]([N:11]2[CH:15]=[C:14]([C:16](OCC)=[O:17])[C:13]([CH3:21])=[N:12]2)=[N:7][CH:8]=[CH:9][CH:10]=1)[CH3:3].[H-].[Al+3].[Li+].[H-].[H-].[H-]. Product: [CH3:3][N:2]([CH2:4][C:5]1[C:6]([N:11]2[CH:15]=[C:14]([CH2:16][OH:17])[C:13]([CH3:21])=[N:12]2)=[N:7][CH:8]=[CH:9][CH:10]=1)[CH3:1]. The catalyst class is: 7. (4) Reactant: [H-].[Na+:2].[CH2:3]([O:6][NH:7][C:8](=[O:27])[C:9]1[C:14]([Cl:15])=[C:13]([NH2:16])[CH:12]=[C:11]([C:17]2[CH:22]=[CH:21][C:20]([Cl:23])=[C:19]([O:24][CH3:25])[C:18]=2[F:26])[N:10]=1)[CH:4]=[CH2:5]. Product: [CH2:3]([O:6][N-:7][C:8](=[O:27])[C:9]1[C:14]([Cl:15])=[C:13]([NH2:16])[CH:12]=[C:11]([C:17]2[CH:22]=[CH:21][C:20]([Cl:23])=[C:19]([O:24][CH3:25])[C:18]=2[F:26])[N:10]=1)[CH:4]=[CH2:5].[Na+:2]. The catalyst class is: 1. (5) Reactant: [OH:1][CH:2]([C:16]1[N:17]([CH3:21])[N:18]=[CH:19][CH:20]=1)[C:3]1[NH:11][C:10]2[C:5](=[N:6][CH:7]=[CH:8][C:9]=2[C:12]([O:14]C)=[O:13])[CH:4]=1. Product: [OH:1][CH:2]([C:16]1[N:17]([CH3:21])[N:18]=[CH:19][CH:20]=1)[C:3]1[NH:11][C:10]2[C:5](=[N:6][CH:7]=[CH:8][C:9]=2[C:12]([OH:14])=[O:13])[CH:4]=1. The catalyst class is: 47. (6) Reactant: [C:1]1(=[O:6])[CH2:5][CH2:4][CH2:3][CH2:2]1. Product: [CH2:5]1[C:1]2([CH2:5][C:1](=[O:6])[CH2:2][CH2:3][O:6]2)[CH2:2][CH2:3][CH2:4]1. The catalyst class is: 868.